This data is from Forward reaction prediction with 1.9M reactions from USPTO patents (1976-2016). The task is: Predict the product of the given reaction. (1) The product is: [CH3:1][CH2:2]/[C:3](/[C:23]1[CH:28]=[CH:27][CH:26]=[CH:25][CH:24]=1)=[C:4](/[C:11]1[CH:12]=[CH:13][C:14]([O:17][CH2:18][CH2:19][N:20]([CH3:22])[CH3:21])=[CH:15][CH:16]=1)\[C:5]1[CH:6]=[CH:7][CH:8]=[CH:9][CH:10]=1.[N+:35]([O-:37])([O-:36])=[O:34]. Given the reactants [CH3:1][CH2:2]/[C:3](/[C:23]1[CH:24]=[CH:25][CH:26]=[CH:27][CH:28]=1)=[C:4](/[C:11]1[CH:12]=[CH:13][C:14]([O:17][CH2:18][CH2:19][N:20]([CH3:22])[CH3:21])=[CH:15][CH:16]=1)\[C:5]1[CH:6]=[CH:7][CH:8]=[CH:9][CH:10]=1.F[B-](F)(F)F.[O:34]=[N+:35]=[O:36].[OH2:37], predict the reaction product. (2) Given the reactants [NH2:1][C:2]1([C:5]2[CH:10]=[CH:9][C:8]([C:11]3[CH:16]=[CH:15][N:14]=[C:13]4[NH:17][C:18]([C:20]5[N:25]=[CH:24][C:23]([N:26]([CH3:28])[CH3:27])=[CH:22][CH:21]=5)=[N:19][C:12]=34)=[CH:7][CH:6]=2)[CH2:4][CH2:3]1.C(=O)(O)[O-].[Na+].[C:34]([C:38]1[CH:46]=[CH:45][C:41]([C:42](Cl)=[O:43])=[CH:40][CH:39]=1)([CH3:37])([CH3:36])[CH3:35], predict the reaction product. The product is: [C:34]([C:38]1[CH:39]=[CH:40][C:41]([C:42]([NH:1][C:2]2([C:5]3[CH:10]=[CH:9][C:8]([C:11]4[CH:16]=[CH:15][N:14]=[C:13]5[NH:17][C:18]([C:20]6[CH:21]=[CH:22][C:23]([N:26]([CH3:28])[CH3:27])=[CH:24][N:25]=6)=[N:19][C:12]=45)=[CH:7][CH:6]=3)[CH2:4][CH2:3]2)=[O:43])=[CH:45][CH:46]=1)([CH3:37])([CH3:35])[CH3:36]. (3) Given the reactants [NH2:1][C:2]1[N:10]=[C:9]2[C:5]([N:6]=[CH:7][N:8]2[CH2:11][C:12]([OH:14])=O)=[C:4]([C:15]2[O:16][CH:17]=[CH:18][CH:19]=2)[N:3]=1.C(C1NC=CN=1)(C1NC=CN=1)=O.[CH2:32]([NH2:39])[C:33]1[CH:38]=[CH:37][CH:36]=[CH:35][CH:34]=1, predict the reaction product. The product is: [NH2:1][C:2]1[N:10]=[C:9]2[C:5]([N:6]=[CH:7][N:8]2[CH2:11][C:12]([NH:39][CH2:32][C:33]2[CH:38]=[CH:37][CH:36]=[CH:35][CH:34]=2)=[O:14])=[C:4]([C:15]2[O:16][CH:17]=[CH:18][CH:19]=2)[N:3]=1. (4) Given the reactants [CH:1]1([C:4]([N:6]2[CH2:11][CH2:10][CH:9]([C:12]3[CH:46]=[CH:45][C:15]([CH2:16][O:17][C:18]4[C:23]([F:24])=[CH:22][CH:21]=[CH:20][C:19]=4[C:25]4[N:30]=[C:29]([N:31]5[C:35]([C:36]([F:39])([F:38])[F:37])=[C:34]([C:40]([O:42]CC)=[O:41])[CH:33]=[N:32]5)[CH:28]=[CH:27][CH:26]=4)=[CH:14][CH:13]=3)[CH2:8][CH2:7]2)=[O:5])[CH2:3][CH2:2]1.[OH-:47].[Li+].Cl.[O:50]1CCOCC1, predict the reaction product. The product is: [C:35]([OH:50])([C:36]([F:39])([F:38])[F:37])=[O:47].[CH:1]1([C:4]([N:6]2[CH2:7][CH2:8][CH:9]([C:12]3[CH:13]=[CH:14][C:15]([CH2:16][O:17][C:18]4[C:23]([F:24])=[CH:22][CH:21]=[CH:20][C:19]=4[C:25]4[N:30]=[C:29]([N:31]5[C:35]([C:36]([F:39])([F:38])[F:37])=[C:34]([C:40]([OH:42])=[O:41])[CH:33]=[N:32]5)[CH:28]=[CH:27][CH:26]=4)=[CH:45][CH:46]=3)[CH2:10][CH2:11]2)=[O:5])[CH2:3][CH2:2]1. (5) Given the reactants Cl.[NH2:2][C@@H:3]1[CH2:8][CH2:7][C@H:6]([O:9][C:10]2[CH:11]=[C:12]3[C:17](=[CH:18][C:19]=2[CH3:20])[C:16](=[O:21])[NH:15][CH:14]=[CH:13]3)[CH2:5][CH2:4]1.[C:22](O)(=O)[CH3:23].[CH:26](=O)[CH3:27].C(O[BH-](OC(=O)C)OC(=O)C)(=O)C.[Na+].[OH-].[Na+], predict the reaction product. The product is: [CH2:26]([N:2]([CH2:22][CH3:23])[C@@H:3]1[CH2:4][CH2:5][C@H:6]([O:9][C:10]2[CH:11]=[C:12]3[C:17](=[CH:18][C:19]=2[CH3:20])[C:16](=[O:21])[NH:15][CH:14]=[CH:13]3)[CH2:7][CH2:8]1)[CH3:27].